This data is from Peptide-MHC class II binding affinity with 134,281 pairs from IEDB. The task is: Regression. Given a peptide amino acid sequence and an MHC pseudo amino acid sequence, predict their binding affinity value. This is MHC class II binding data. (1) The MHC is HLA-DQA10201-DQB10402 with pseudo-sequence HLA-DQA10201-DQB10402. The peptide sequence is NELGMLEKTKEDLFG. The binding affinity (normalized) is 0. (2) The binding affinity (normalized) is 0.215. The MHC is HLA-DPA10201-DPB10101 with pseudo-sequence HLA-DPA10201-DPB10101. The peptide sequence is LMCEIEGHHLASAAI. (3) The peptide sequence is TFHVEKGSNPNYLAL. The MHC is DRB5_0101 with pseudo-sequence DRB5_0101. The binding affinity (normalized) is 0.152.